From a dataset of Forward reaction prediction with 1.9M reactions from USPTO patents (1976-2016). Predict the product of the given reaction. (1) Given the reactants C(OC([N:8]1[CH2:13][CH2:12][CH:11]([N:14]([C:18]([C:20]2[CH:24]=[C:23]([C:25]3[CH:30]=[CH:29][C:28]([C:31]#[N:32])=[CH:27][CH:26]=3)[O:22][N:21]=2)=[O:19])[CH:15]2[CH2:17][CH2:16]2)[CH2:10][CH2:9]1)=O)(C)(C)C.FC(F)(F)C(O)=O.[OH-].[Na+].C([O-])([O-])=O.[Na+].[Na+], predict the reaction product. The product is: [CH:15]1([N:14]([CH:11]2[CH2:12][CH2:13][NH:8][CH2:9][CH2:10]2)[C:18]([C:20]2[CH:24]=[C:23]([C:25]3[CH:26]=[CH:27][C:28]([C:31]#[N:32])=[CH:29][CH:30]=3)[O:22][N:21]=2)=[O:19])[CH2:17][CH2:16]1. (2) The product is: [CH2:21]([O:23][CH:24]([O:28][CH2:29][CH3:30])[C:25]([NH2:27])=[S:2])[CH3:22]. Given the reactants P12(SP3(SP(SP(S3)(S1)=S)(=S)S2)=S)=[S:2].C(=O)([O-])[O-].[Na+].[Na+].[CH2:21]([O:23][CH:24]([O:28][CH2:29][CH3:30])[C:25]([NH2:27])=O)[CH3:22].CC(=O)OCC, predict the reaction product. (3) Given the reactants [OH:1][CH2:2][CH2:3][O:4][CH2:5][CH2:6][O:7][C:8]1[CH:13]=[CH:12][C:11]([C:14]([C:16]2[CH:21]=[CH:20][CH:19]=[CH:18][CH:17]=2)=O)=[CH:10][CH:9]=1.[CH3:22][C:23]1([CH3:32])[CH2:28][C:27]([CH3:30])([CH3:29])[CH2:26][C:25](=O)[CH2:24]1, predict the reaction product. The product is: [C:16]1([C:14](=[C:25]2[CH2:26][C:27]([CH3:30])([CH3:29])[CH2:28][C:23]([CH3:32])([CH3:22])[CH2:24]2)[C:11]2[CH:12]=[CH:13][C:8]([O:7][CH2:6][CH2:5][O:4][CH2:3][CH2:2][OH:1])=[CH:9][CH:10]=2)[CH:21]=[CH:20][CH:19]=[CH:18][CH:17]=1. (4) Given the reactants [ClH:1].C(OCC)(=O)C.[CH:8]([O:11][C:12]1[CH:17]=[CH:16][C:15]([NH:18][C:19]([C@H:21]2[C@H:26]3[CH2:27][CH2:28][C@H:23]([CH2:24][N:25]3C(OC(C)(C)C)=O)[CH2:22]2)=[O:20])=[CH:14][CH:13]=1)([CH3:10])[CH3:9], predict the reaction product. The product is: [ClH:1].[CH:8]([O:11][C:12]1[CH:17]=[CH:16][C:15]([NH:18][C:19]([C@H:21]2[C@H:26]3[CH2:27][CH2:28][C@H:23]([CH2:24][NH:25]3)[CH2:22]2)=[O:20])=[CH:14][CH:13]=1)([CH3:10])[CH3:9]. (5) Given the reactants Cl[C:2]1[C:7]([C:8]([F:11])([F:10])[F:9])=[CH:6][CH:5]=[CH:4][N:3]=1.[NH:12]1[CH2:17][CH2:16][NH:15][CH2:14][CH2:13]1, predict the reaction product. The product is: [F:9][C:8]([F:11])([F:10])[C:7]1[C:2]([N:12]2[CH2:17][CH2:16][NH:15][CH2:14][CH2:13]2)=[N:3][CH:4]=[CH:5][CH:6]=1.